From a dataset of Reaction yield outcomes from USPTO patents with 853,638 reactions. Predict the reaction yield, written as a fraction of the theoretical maximum amount of product (1.0 means a 100% yield; for example, 0.34 means a 34% yield). The reactants are Br[C:2]1[CH:3]=[C:4]2[C:9](=[CH:10][CH:11]=1)[N:8]=[C:7]([CH3:12])[C:6]([C:13](=[O:18])[C:14]([F:17])([F:16])[F:15])=[C:5]2[C:19]1[CH:24]=[CH:23][C:22]([S:25]([CH3:28])(=[O:27])=[O:26])=[CH:21][CH:20]=1.[CH3:29][N:30]([CH3:36])[CH:31]1[CH2:35][CH2:34][NH:33][CH2:32]1. The catalyst is C(OCC)(=O)C.CO. The product is [CH3:29][N:30]([CH3:36])[CH:31]1[CH2:35][CH2:34][N:33]([C:2]2[CH:3]=[C:4]3[C:9](=[CH:10][CH:11]=2)[N:8]=[C:7]([CH3:12])[C:6]([C:13](=[O:18])[C:14]([F:17])([F:16])[F:15])=[C:5]3[C:19]2[CH:24]=[CH:23][C:22]([S:25]([CH3:28])(=[O:27])=[O:26])=[CH:21][CH:20]=2)[CH2:32]1. The yield is 0.470.